Predict the product of the given reaction. From a dataset of Forward reaction prediction with 1.9M reactions from USPTO patents (1976-2016). (1) Given the reactants Br[C:2]1[S:3][CH:4]=[C:5]([Br:7])[N:6]=1.[O:8]=[S:9]1(=[O:36])[CH2:14][CH2:13][CH:12]([C:15]2[C:23]3[C:18](=[C:19]([C:33]([NH2:35])=[O:34])[CH:20]=[C:21](B4OC(C)(C)C(C)(C)O4)[CH:22]=3)[NH:17][CH:16]=2)[CH2:11][CH2:10]1.C(=O)([O-])[O-].[K+].[K+].O1CCOCC1, predict the reaction product. The product is: [Br:7][C:5]1[N:6]=[C:2]([C:21]2[CH:22]=[C:23]3[C:18](=[C:19]([C:33]([NH2:35])=[O:34])[CH:20]=2)[NH:17][CH:16]=[C:15]3[CH:12]2[CH2:11][CH2:10][S:9](=[O:8])(=[O:36])[CH2:14][CH2:13]2)[S:3][CH:4]=1. (2) Given the reactants [C:1]([C:4]1[CH:14]=[C:8]([C:9]([O:11][CH2:12][CH3:13])=[O:10])[C:7]([OH:15])=[CH:6][CH:5]=1)(=[O:3])[CH3:2].Cl[C:17]1[C:26]2[C:21](=[CH:22][C:23]([O:29][CH3:30])=[C:24]([O:27][CH3:28])[CH:25]=2)[N:20]=[CH:19][CH:18]=1, predict the reaction product. The product is: [C:1]([C:4]1[CH:5]=[CH:6][C:7]([O:15][C:17]2[C:26]3[C:21](=[CH:22][C:23]([O:29][CH3:30])=[C:24]([O:27][CH3:28])[CH:25]=3)[N:20]=[CH:19][CH:18]=2)=[C:8]([CH:14]=1)[C:9]([O:11][CH2:12][CH3:13])=[O:10])(=[O:3])[CH3:2]. (3) Given the reactants [NH2:1][C:2]1[S:3]/[C:4](=[CH:8]\[C:9]2[CH:14]=[C:13]([O:15][CH3:16])[C:12]([OH:17])=[C:11]([Cl:18])[CH:10]=2)/[C:5](=[O:7])[N:6]=1.Br[CH2:20][C:21]([C:23]1[CH:28]=[CH:27][C:26]([O:29][CH:30]([F:32])[F:31])=[CH:25][CH:24]=1)=O, predict the reaction product. The product is: [Cl:18][C:11]1[CH:10]=[C:9](/[CH:8]=[C:4]2/[C:5](=[O:7])[N:6]3[CH:20]=[C:21]([C:23]4[CH:24]=[CH:25][C:26]([O:29][CH:30]([F:31])[F:32])=[CH:27][CH:28]=4)[N:1]=[C:2]3[S:3]/2)[CH:14]=[C:13]([O:15][CH3:16])[C:12]=1[OH:17]. (4) Given the reactants CO.[NH2:3][C:4]1[C:9]([C:10]2[O:14][N:13]=[C:12]([CH2:15][C:16]3[CH:21]=[CH:20][C:19]([OH:22])=[CH:18][CH:17]=3)[CH:11]=2)=[CH:8][CH:7]=[C:6]([NH2:23])[N:5]=1.[OH-].[Na+].Br[CH2:27][C:28]1[CH:29]=[C:30]([CH:33]=[CH:34][CH:35]=1)[C:31]#[N:32], predict the reaction product. The product is: [NH2:3][C:4]1[C:9]([C:10]2[O:14][N:13]=[C:12]([CH2:15][C:16]3[CH:21]=[CH:20][C:19]([O:22][CH2:27][C:28]4[CH:29]=[C:30]([CH:33]=[CH:34][CH:35]=4)[C:31]#[N:32])=[CH:18][CH:17]=3)[CH:11]=2)=[CH:8][CH:7]=[C:6]([NH2:23])[N:5]=1. (5) Given the reactants Cl.[C:2]([C:6]1[CH:27]=[CH:26][CH:25]=[CH:24][C:7]=1[O:8][CH2:9][CH2:10][N:11]([CH3:23])[C:12]([C:14]1[C:22]2[CH2:21][CH2:20][NH:19][CH2:18][C:17]=2[NH:16][N:15]=1)=[O:13])([CH3:5])([CH3:4])[CH3:3].[C:28](Cl)(=[O:30])[CH3:29], predict the reaction product. The product is: [C:28]([N:19]1[CH2:20][CH2:21][C:22]2[C:14]([C:12]([N:11]([CH2:10][CH2:9][O:8][C:7]3[CH:24]=[CH:25][CH:26]=[CH:27][C:6]=3[C:2]([CH3:5])([CH3:3])[CH3:4])[CH3:23])=[O:13])=[N:15][NH:16][C:17]=2[CH2:18]1)(=[O:30])[CH3:29]. (6) Given the reactants [CH:1]1([NH:4][CH:5]2[CH2:10][CH2:9][N:8]([C:11]3[N:16]=[CH:15][C:14]([CH2:17][CH3:18])=[CH:13][N:12]=3)[CH2:7][CH2:6]2)[CH2:3][CH2:2]1.[F:19][C:20]1[CH:21]=[C:22]([CH:26]=[CH:27][C:28]=1[N:29]1[C:33]([CH3:34])=[N:32][CH:31]=[N:30]1)[C:23](O)=[O:24], predict the reaction product. The product is: [CH:1]1([N:4]([CH:5]2[CH2:10][CH2:9][N:8]([C:11]3[N:12]=[CH:13][C:14]([CH2:17][CH3:18])=[CH:15][N:16]=3)[CH2:7][CH2:6]2)[C:23](=[O:24])[C:22]2[CH:26]=[CH:27][C:28]([N:29]3[C:33]([CH3:34])=[N:32][CH:31]=[N:30]3)=[C:20]([F:19])[CH:21]=2)[CH2:2][CH2:3]1. (7) Given the reactants C(OC([N:8]1[CH2:13][C@@H:12]2[CH2:14][C@H:9]1[CH2:10][N:11]2[C:15]1[C:24]2[C:19](=[CH:20][CH:21]=[CH:22][CH:23]=2)[C:18]([C:25]#[N:26])=[CH:17][CH:16]=1)=O)(C)(C)C.FC(F)(F)C(O)=O.[ClH:34], predict the reaction product. The product is: [ClH:34].[C@H:12]12[CH2:14][C@H:9]([NH:8][CH2:13]1)[CH2:10][N:11]2[C:15]1[C:24]2[C:19](=[CH:20][CH:21]=[CH:22][CH:23]=2)[C:18]([C:25]#[N:26])=[CH:17][CH:16]=1.